From a dataset of Reaction yield outcomes from USPTO patents with 853,638 reactions. Predict the reaction yield, written as a fraction of the theoretical maximum amount of product (1.0 means a 100% yield; for example, 0.34 means a 34% yield). (1) The reactants are [H-].[Na+].[OH:3][CH2:4][CH2:5][N:6]1[C:10](=[O:11])[C:9]2=[CH:12][CH:13]=[CH:14][CH:15]=[C:8]2[C:7]1=[O:16].[CH3:17][CH2:18][O:19][C:20]([CH3:22])=[O:21].C1C[O:26][CH2:25][CH2:24]1. The catalyst is CN(C=O)C. The product is [CH2:18]([O:19][C:20](=[O:21])[CH2:22][C:25](=[O:26])[CH2:24][O:3][CH2:4][CH2:5][N:6]1[C:10](=[O:11])[C:9]2[C:8](=[CH:15][CH:14]=[CH:13][CH:12]=2)[C:7]1=[O:16])[CH3:17]. The yield is 0.405. (2) The reactants are [CH3:1][O:2][C:3]([C:5]1[S:6][CH:7]=[C:8]([Br:11])[C:9]=1[OH:10])=[O:4].[C:12](=O)([O-])[O-].[K+].[K+].IC. The catalyst is CC(C)=O. The product is [CH3:1][O:2][C:3]([C:5]1[S:6][CH:7]=[C:8]([Br:11])[C:9]=1[O:10][CH3:12])=[O:4]. The yield is 1.00.